From a dataset of Peptide-MHC class II binding affinity with 134,281 pairs from IEDB. Regression. Given a peptide amino acid sequence and an MHC pseudo amino acid sequence, predict their binding affinity value. This is MHC class II binding data. (1) The peptide sequence is PKYVKQNTLKLAT. The MHC is DRB4_0101 with pseudo-sequence DRB4_0103. The binding affinity (normalized) is 0.287. (2) The peptide sequence is PAATAGTTVYGAFAA. The MHC is HLA-DPA10103-DPB10401 with pseudo-sequence HLA-DPA10103-DPB10401. The binding affinity (normalized) is 0.130. (3) The peptide sequence is GVTVKDVTITAPGDS. The MHC is DRB1_1302 with pseudo-sequence DRB1_1302. The binding affinity (normalized) is 0.431. (4) The peptide sequence is DIKVQFQSGGNNSPA. The MHC is DRB1_0802 with pseudo-sequence DRB1_0802. The binding affinity (normalized) is 0.314.